Dataset: NCI-60 drug combinations with 297,098 pairs across 59 cell lines. Task: Regression. Given two drug SMILES strings and cell line genomic features, predict the synergy score measuring deviation from expected non-interaction effect. (1) Drug 1: CC1=C2C(C(=O)C3(C(CC4C(C3C(C(C2(C)C)(CC1OC(=O)C(C(C5=CC=CC=C5)NC(=O)OC(C)(C)C)O)O)OC(=O)C6=CC=CC=C6)(CO4)OC(=O)C)O)C)O. Drug 2: C(=O)(N)NO. Cell line: MOLT-4. Synergy scores: CSS=18.1, Synergy_ZIP=14.1, Synergy_Bliss=13.3, Synergy_Loewe=6.80, Synergy_HSA=7.04. (2) Drug 1: CC1=C(C(CCC1)(C)C)C=CC(=CC=CC(=CC(=O)O)C)C. Drug 2: C1=CN(C=N1)CC(O)(P(=O)(O)O)P(=O)(O)O. Cell line: DU-145. Synergy scores: CSS=-3.70, Synergy_ZIP=3.19, Synergy_Bliss=0.233, Synergy_Loewe=-0.271, Synergy_HSA=-4.01. (3) Drug 1: C1=CC=C(C(=C1)C(C2=CC=C(C=C2)Cl)C(Cl)Cl)Cl. Drug 2: CC1C(C(CC(O1)OC2CC(CC3=C2C(=C4C(=C3O)C(=O)C5=C(C4=O)C(=CC=C5)OC)O)(C(=O)CO)O)N)O.Cl. Cell line: SNB-75. Synergy scores: CSS=57.8, Synergy_ZIP=-7.49, Synergy_Bliss=-4.69, Synergy_Loewe=1.00, Synergy_HSA=1.67. (4) Drug 1: CC1=CC=C(C=C1)C2=CC(=NN2C3=CC=C(C=C3)S(=O)(=O)N)C(F)(F)F. Drug 2: C(CC(=O)O)C(=O)CN.Cl. Cell line: MALME-3M. Synergy scores: CSS=8.38, Synergy_ZIP=-1.54, Synergy_Bliss=2.02, Synergy_Loewe=0.599, Synergy_HSA=-0.832. (5) Drug 1: C1=CC(=CC=C1CCCC(=O)O)N(CCCl)CCCl. Drug 2: C#CCC(CC1=CN=C2C(=N1)C(=NC(=N2)N)N)C3=CC=C(C=C3)C(=O)NC(CCC(=O)O)C(=O)O. Cell line: SF-295. Synergy scores: CSS=9.00, Synergy_ZIP=0.186, Synergy_Bliss=1.86, Synergy_Loewe=3.06, Synergy_HSA=3.09. (6) Drug 1: C1=CC(=CC=C1CCCC(=O)O)N(CCCl)CCCl. Drug 2: CN(CCCl)CCCl.Cl. Cell line: NCI-H460. Synergy scores: CSS=33.7, Synergy_ZIP=-0.118, Synergy_Bliss=1.23, Synergy_Loewe=-12.8, Synergy_HSA=0.236. (7) Drug 1: C1C(C(OC1N2C=NC3=C(N=C(N=C32)Cl)N)CO)O. Synergy scores: CSS=29.7, Synergy_ZIP=-10.7, Synergy_Bliss=-5.50, Synergy_Loewe=-3.09, Synergy_HSA=-2.40. Cell line: MDA-MB-435. Drug 2: CC1CCC2CC(C(=CC=CC=CC(CC(C(=O)C(C(C(=CC(C(=O)CC(OC(=O)C3CCCCN3C(=O)C(=O)C1(O2)O)C(C)CC4CCC(C(C4)OC)OCCO)C)C)O)OC)C)C)C)OC. (8) Drug 1: CC1=CC2C(CCC3(C2CCC3(C(=O)C)OC(=O)C)C)C4(C1=CC(=O)CC4)C. Drug 2: C1CC(C1)(C(=O)O)C(=O)O.[NH2-].[NH2-].[Pt+2]. Cell line: UO-31. Synergy scores: CSS=6.25, Synergy_ZIP=-3.86, Synergy_Bliss=-3.44, Synergy_Loewe=-3.85, Synergy_HSA=-2.50. (9) Drug 1: C1=CC=C(C=C1)NC(=O)CCCCCCC(=O)NO. Drug 2: CCN(CC)CCCC(C)NC1=C2C=C(C=CC2=NC3=C1C=CC(=C3)Cl)OC. Cell line: NCI-H460. Synergy scores: CSS=48.7, Synergy_ZIP=-9.45, Synergy_Bliss=-8.97, Synergy_Loewe=-7.25, Synergy_HSA=-7.51.